This data is from Full USPTO retrosynthesis dataset with 1.9M reactions from patents (1976-2016). The task is: Predict the reactants needed to synthesize the given product. (1) Given the product [Cl:1][C:2]1[N:3]=[C:4]([O:13][CH3:12])[C:5]2[CH:10]=[CH:9][NH:8][C:6]=2[N:7]=1, predict the reactants needed to synthesize it. The reactants are: [Cl:1][C:2]1[N:3]=[C:4](Cl)[C:5]2[CH:10]=[CH:9][NH:8][C:6]=2[N:7]=1.[CH3:12][O-:13].[Na+]. (2) Given the product [F:20][C:18]1[CH:17]=[C:4]([CH:3]=[C:2]([F:1])[CH:19]=1)[C:5]([O:7][C:8]12[CH2:14][C:11](/[CH:45]=[CH:24]/[C:23]([O:22][CH3:21])=[O:44])([CH2:10][CH2:9]1)[CH2:12][CH2:13]2)=[O:6], predict the reactants needed to synthesize it. The reactants are: [F:1][C:2]1[CH:3]=[C:4]([CH:17]=[C:18]([F:20])[CH:19]=1)[C:5]([O:7][C:8]12[CH2:14][C:11](C=O)([CH2:12][CH2:13]1)[CH2:10][CH2:9]2)=[O:6].[CH3:21][O:22][C:23](=[O:44])[CH:24]=P(C1C=CC=CC=1)(C1C=CC=CC=1)C1C=CC=CC=1.[CH2:45]1COCC1. (3) Given the product [NH2:15][C:11]1[CH:12]=[CH:13][C:14]2[N:6]([S:3]([CH2:1][CH3:2])(=[O:5])=[O:4])[C:7]3[CH2:21][CH2:20][N:19]([C:22]([O:24][C:25]([CH3:26])([CH3:28])[CH3:27])=[O:23])[CH2:18][C:8]=3[C:9]=2[CH:10]=1, predict the reactants needed to synthesize it. The reactants are: [CH2:1]([S:3]([N:6]1[C:14]2[CH:13]=[CH:12][C:11]([N+:15]([O-])=O)=[CH:10][C:9]=2[C:8]2[CH2:18][N:19]([C:22]([O:24][C:25]([CH3:28])([CH3:27])[CH3:26])=[O:23])[CH2:20][CH2:21][C:7]1=2)(=[O:5])=[O:4])[CH3:2]. (4) Given the product [CH3:28][N:29]([CH3:30])[S:24]([C:21]1[CH:22]=[CH:23][C:18]2[O:17][N:16]=[C:15]([C:13]([NH:12][C:5]3[CH:4]=[CH:3][C:2]([Br:1])=[CH:11][C:6]=3[C:7]([OH:9])=[O:8])=[O:14])[C:19]=2[CH:20]=1)(=[O:25])=[O:26], predict the reactants needed to synthesize it. The reactants are: [Br:1][C:2]1[CH:3]=[CH:4][C:5]([NH:12][C:13]([C:15]2[C:19]3[CH:20]=[C:21]([S:24](Cl)(=[O:26])=[O:25])[CH:22]=[CH:23][C:18]=3[O:17][N:16]=2)=[O:14])=[C:6]([CH:11]=1)[C:7]([O:9]C)=[O:8].[CH3:28][NH:29][CH3:30]. (5) Given the product [CH2:1]([S:8][C:9]1[N:10]=[C:11]([NH:19][C@H:20]([CH2:23][CH2:24][CH3:25])[CH2:21][OH:22])[C:12]2[S:17][C:16]([O:26][CH3:28])=[N:15][C:13]=2[N:14]=1)[C:2]1[CH:7]=[CH:6][CH:5]=[CH:4][CH:3]=1, predict the reactants needed to synthesize it. The reactants are: [CH2:1]([S:8][C:9]1[N:10]=[C:11]([NH:19][C@H:20]([CH2:23][CH2:24][CH3:25])[CH2:21][OH:22])[C:12]2[S:17][C:16](Cl)=[N:15][C:13]=2[N:14]=1)[C:2]1[CH:7]=[CH:6][CH:5]=[CH:4][CH:3]=1.[OH-:26].[K+].[CH3:28]O. (6) Given the product [NH2:23][C:14]1[C:13]2[N:12]=[C:11]([CH2:24][CH2:25][CH2:26][CH3:27])[N:10]([CH2:9][CH2:8][CH2:7][CH2:6][CH2:5][CH2:4][CH2:3][CH2:2][NH:1][C:35]([NH:34][C:28]3[CH:33]=[CH:32][CH:31]=[CH:30][CH:29]=3)=[O:36])[C:22]=2[C:21]2[CH:20]=[CH:19][CH:18]=[CH:17][C:16]=2[N:15]=1, predict the reactants needed to synthesize it. The reactants are: [NH2:1][CH2:2][CH2:3][CH2:4][CH2:5][CH2:6][CH2:7][CH2:8][CH2:9][N:10]1[C:22]2[C:21]3[CH:20]=[CH:19][CH:18]=[CH:17][C:16]=3[N:15]=[C:14]([NH2:23])[C:13]=2[N:12]=[C:11]1[CH2:24][CH2:25][CH2:26][CH3:27].[C:28]1([N:34]=[C:35]=[O:36])[CH:33]=[CH:32][CH:31]=[CH:30][CH:29]=1.